From a dataset of Forward reaction prediction with 1.9M reactions from USPTO patents (1976-2016). Predict the product of the given reaction. (1) Given the reactants [CH2:1]1[C:10]2[C:5](=[CH:6][CH:7]=[CH:8][CH:9]=2)[CH2:4][CH2:3][NH:2]1.[CH:11]([O:14][C:15]1[CH:23]=[CH:22][C:21]([S:24]([CH3:27])(=[O:26])=[O:25])=[CH:20][C:16]=1[C:17](O)=[O:18])([CH3:13])[CH3:12], predict the reaction product. The product is: [CH2:1]1[C:10]2[C:5](=[CH:6][CH:7]=[CH:8][CH:9]=2)[CH2:4][CH2:3][N:2]1[C:17]([C:16]1[CH:20]=[C:21]([S:24]([CH3:27])(=[O:26])=[O:25])[CH:22]=[CH:23][C:15]=1[O:14][CH:11]([CH3:13])[CH3:12])=[O:18]. (2) Given the reactants [O:1]1[CH2:6][CH2:5][O:4][C:3]2[CH:7]=[C:8](B(O)O)[CH:9]=[CH:10][C:2]1=2.Br[C:15]1[C:16]([CH3:23])=[C:17]([CH2:21][OH:22])[CH:18]=[CH:19][CH:20]=1.P([O-])([O-])([O-])=O, predict the reaction product. The product is: [O:1]1[CH2:6][CH2:5][O:4][C:3]2[CH:7]=[C:8]([C:15]3[C:16]([CH3:23])=[C:17]([CH2:21][OH:22])[CH:18]=[CH:19][CH:20]=3)[CH:9]=[CH:10][C:2]1=2. (3) Given the reactants [CH2:1]1[C:4]2([O:8][CH2:7][CH2:6][O:5]2)[CH2:3][CH:2]1[N:9]1[C:13]([CH3:14])=[C:12](I)[CH:11]=[N:10]1.C1COCC1.C([Mg]Cl)(C)C.CO[B:28]1[O:32][C:31]([CH3:34])([CH3:33])[C:30]([CH3:36])([CH3:35])[O:29]1.[NH4+].[Cl-], predict the reaction product. The product is: [CH2:1]1[C:4]2([O:8][CH2:7][CH2:6][O:5]2)[CH2:3][CH:2]1[N:9]1[C:13]([CH3:14])=[C:12]([B:28]2[O:32][C:31]([CH3:34])([CH3:33])[C:30]([CH3:36])([CH3:35])[O:29]2)[CH:11]=[N:10]1. (4) Given the reactants [CH3:1][O:2][C:3]1[CH:8]=[CH:7][C:6]([N+:9]([O-:11])=[O:10])=[CH:5][C:4]=1[N:12]1[CH2:17][CH2:16][NH:15][CH2:14][CH2:13]1.[CH:18]([S:20]([CH3:23])(=[O:22])=[O:21])=[CH2:19], predict the reaction product. The product is: [CH3:1][O:2][C:3]1[CH:8]=[CH:7][C:6]([N+:9]([O-:11])=[O:10])=[CH:5][C:4]=1[N:12]1[CH2:17][CH2:16][N:15]([CH2:19][CH2:18][S:20]([CH3:23])(=[O:22])=[O:21])[CH2:14][CH2:13]1.